This data is from Full USPTO retrosynthesis dataset with 1.9M reactions from patents (1976-2016). The task is: Predict the reactants needed to synthesize the given product. (1) Given the product [NH2:1][C:2]1[C:3]2[C:10]([C:11]3[CH:16]=[CH:15][C:14]([O:17][C:24]4[CH:31]=[CH:30][C:27]([CH:28]=[O:29])=[CH:26][CH:25]=4)=[CH:13][CH:12]=3)=[CH:9][N:8]([CH:18]3[CH2:22][CH2:21][O:20][CH2:19]3)[C:4]=2[N:5]=[CH:6][N:7]=1, predict the reactants needed to synthesize it. The reactants are: [NH2:1][C:2]1[C:3]2[C:10]([C:11]3[CH:16]=[CH:15][C:14]([OH:17])=[CH:13][CH:12]=3)=[CH:9][N:8]([CH:18]3[CH2:22][CH2:21][O:20][CH2:19]3)[C:4]=2[N:5]=[CH:6][N:7]=1.F[C:24]1[CH:31]=[CH:30][C:27]([CH:28]=[O:29])=[CH:26][CH:25]=1. (2) Given the product [Cl:32][C:29]1[C:28]([NH:33][S:34]([CH3:37])(=[O:36])=[O:35])=[CH:27][C:26]([NH:25][C:2]2[C:3]([C:16]3[CH:21]=[C:20]([S:22][CH3:23])[N:19]=[C:18]([CH3:24])[N:17]=3)=[CH:4][C:5]([CH:8]([N:10]3[CH2:15][CH2:14][O:13][CH2:12][CH2:11]3)[CH3:9])=[CH:6][N:7]=2)=[CH:31][N:30]=1, predict the reactants needed to synthesize it. The reactants are: F[C:2]1[N:7]=[CH:6][C:5]([CH:8]([N:10]2[CH2:15][CH2:14][O:13][CH2:12][CH2:11]2)[CH3:9])=[CH:4][C:3]=1[C:16]1[CH:21]=[C:20]([S:22][CH3:23])[N:19]=[C:18]([CH3:24])[N:17]=1.[NH2:25][C:26]1[CH:27]=[C:28]([NH:33][S:34]([CH3:37])(=[O:36])=[O:35])[C:29]([Cl:32])=[N:30][CH:31]=1.C[Si]([N-][Si](C)(C)C)(C)C.[Na+]. (3) Given the product [ClH:1].[C:2]([NH:6][C:7]1([CH3:24])[CH2:10][NH:9][CH2:8]1)([CH3:5])([CH3:4])[CH3:3], predict the reactants needed to synthesize it. The reactants are: [ClH:1].[C:2]([NH:6][C:7]1([CH3:24])[CH2:10][N:9](C(C2C=CC=CC=2)C2C=CC=CC=2)[CH2:8]1)([CH3:5])([CH3:4])[CH3:3]. (4) Given the product [CH:17]([N:30]1[CH2:35][CH2:34][N:33]([C:9](=[O:11])[CH2:8][C:6]2[C:5]([I:12])=[CH:4][C:3]([C:13]([O:15][CH3:16])=[O:14])=[C:2]([F:1])[CH:7]=2)[CH2:32][CH2:31]1)([C:24]1[CH:29]=[CH:28][CH:27]=[CH:26][CH:25]=1)[C:18]1[CH:23]=[CH:22][CH:21]=[CH:20][CH:19]=1, predict the reactants needed to synthesize it. The reactants are: [F:1][C:2]1[C:3]([C:13]([O:15][CH3:16])=[O:14])=[CH:4][C:5]([I:12])=[C:6]([CH2:8][C:9]([OH:11])=O)[CH:7]=1.[CH:17]([N:30]1[CH2:35][CH2:34][NH:33][CH2:32][CH2:31]1)([C:24]1[CH:29]=[CH:28][CH:27]=[CH:26][CH:25]=1)[C:18]1[CH:23]=[CH:22][CH:21]=[CH:20][CH:19]=1.Cl.CN(C)CCCN=C=NCC.N1C2C=CC=C(O)C=2N=N1.C(N(CC)CC)C. (5) Given the product [O:14]1[C:15]2([CH2:20][CH2:19][CH:18]([C:33]#[N:34])[CH2:17][CH2:16]2)[O:22][CH2:12][CH2:13]1, predict the reactants needed to synthesize it. The reactants are: CC(C)([O-])C.[K+].C(O)(C)(C)C.[CH2:12]1[O:22][C:15]2([CH2:20][CH2:19][C:18](=O)[CH2:17][CH2:16]2)[O:14][CH2:13]1.S([CH2:33][N+:34]#[C-])(C1C=CC(C)=CC=1)(=O)=O. (6) Given the product [CH3:1][O:2][C:3]([C@@H:4]1[C@H:16]([CH2:17][I:27])[CH2:15][CH2:14][N:5]1[C@H:6]([C:8]1[CH:13]=[CH:12][CH:11]=[CH:10][CH:9]=1)[CH3:7])=[O:18], predict the reactants needed to synthesize it. The reactants are: [CH3:1][O:2][C:3](=[O:18])[CH2:4][N:5]([CH2:14][CH2:15][CH:16]=[CH2:17])[C@H:6]([C:8]1[CH:13]=[CH:12][CH:11]=[CH:10][CH:9]=1)[CH3:7].C([N-]C(C)C)(C)C.[Li+].[I:27]I.